The task is: Predict the product of the given reaction.. This data is from Forward reaction prediction with 1.9M reactions from USPTO patents (1976-2016). (1) Given the reactants [CH3:1][C:2]1[CH:10]=[CH:9][C:5]([C:6]([OH:8])=O)=[CH:4][N:3]=1.S(Cl)(Cl)=O.[CH2:15]([NH:17][CH2:18][CH3:19])[CH3:16].C(N(CC)CC)C, predict the reaction product. The product is: [CH2:15]([N:17]([CH2:18][CH3:19])[C:6](=[O:8])[C:5]1[CH:9]=[CH:10][C:2]([CH3:1])=[N:3][CH:4]=1)[CH3:16]. (2) Given the reactants [CH3:1][C:2]1[CH:7]=[CH:6][C:5]([OH:8])=[C:4]([C:9]([CH3:11])=[O:10])[CH:3]=1.[CH2:12]([O:19][C:20]1[C:27]([O:28][CH3:29])=[C:26]([O:30][CH3:31])[CH:25]=[CH:24][C:21]=1[CH:22]=O)[C:13]1[CH:18]=[CH:17][CH:16]=[CH:15][CH:14]=1, predict the reaction product. The product is: [CH2:12]([O:19][C:20]1[C:27]([O:28][CH3:29])=[C:26]([O:30][CH3:31])[CH:25]=[CH:24][C:21]=1/[CH:22]=[CH:11]/[C:9]([C:4]1[CH:3]=[C:2]([CH3:1])[CH:7]=[CH:6][C:5]=1[OH:8])=[O:10])[C:13]1[CH:14]=[CH:15][CH:16]=[CH:17][CH:18]=1. (3) Given the reactants C([Li])CCC.Br[C:7]1[CH:8]=[C:9]([CH3:16])[C:10]([O:14][CH3:15])=[C:11]([F:13])[CH:12]=1.[Br:17][C:18]1[CH:19]=[C:20]([C:24]([C:32]2[C:33]([C:38]#[N:39])=[N:34][CH:35]=[CH:36][CH:37]=2)=[N:25]S(C(C)(C)C)=O)[CH:21]=[CH:22][CH:23]=1.Cl.C([O-])(O)=O.[Na+], predict the reaction product. The product is: [Br:17][C:18]1[CH:19]=[C:20]([C:24]2([C:7]3[CH:8]=[C:9]([CH3:16])[C:10]([O:14][CH3:15])=[C:11]([F:13])[CH:12]=3)[C:32]3[C:33](=[N:34][CH:35]=[CH:36][CH:37]=3)[C:38]([NH2:39])=[N:25]2)[CH:21]=[CH:22][CH:23]=1. (4) Given the reactants [F:1][C:2]1[CH:7]=[CH:6][CH:5]=[CH:4][C:3]=1[CH2:8][O:9][C:10]1[CH:11]=[CH:12][C:13]([C:16]2[CH2:17][CH2:18][C@@H:19]([C:21]([O:23][CH3:24])=[O:22])[N:20]=2)=[N:14][CH:15]=1.C(O)(=O)C.FC(F)(F)C(O)=O, predict the reaction product. The product is: [F:1][C:2]1[CH:7]=[CH:6][CH:5]=[CH:4][C:3]=1[CH2:8][O:9][C:10]1[CH:11]=[CH:12][C:13]([C@@H:16]2[NH:20][C@H:19]([C:21]([O:23][CH3:24])=[O:22])[CH2:18][CH2:17]2)=[N:14][CH:15]=1. (5) The product is: [NH2:31][C:30]1[CH:29]=[CH:28][C:13]([O:14][CH2:15][CH2:16][O:17][S:18]([C:21]2[CH:22]=[CH:23][C:24]([CH3:27])=[CH:25][CH:26]=2)(=[O:19])=[O:20])=[CH:12][C:11]=1[CH2:10][S:7]([C:1]1[CH:6]=[CH:5][CH:4]=[CH:3][CH:2]=1)(=[O:8])=[O:9]. Given the reactants [C:1]1([S:7]([CH2:10][C:11]2[CH:12]=[C:13]([CH:28]=[CH:29][C:30]=2[N+:31]([O-])=O)[O:14][CH2:15][CH2:16][O:17][S:18]([C:21]2[CH:26]=[CH:25][C:24]([CH3:27])=[CH:23][CH:22]=2)(=[O:20])=[O:19])(=[O:9])=[O:8])[CH:6]=[CH:5][CH:4]=[CH:3][CH:2]=1, predict the reaction product.